Task: Regression. Given a peptide amino acid sequence and an MHC pseudo amino acid sequence, predict their binding affinity value. This is MHC class I binding data.. Dataset: Peptide-MHC class I binding affinity with 185,985 pairs from IEDB/IMGT (1) The peptide sequence is SQEDNHFSL. The MHC is HLA-A31:01 with pseudo-sequence HLA-A31:01. The binding affinity (normalized) is 0.0847. (2) The peptide sequence is AYAVAKAAI. The MHC is H-2-Kd with pseudo-sequence H-2-Kd. The binding affinity (normalized) is 0.655. (3) The peptide sequence is GYTPGQQFY. The MHC is HLA-A30:01 with pseudo-sequence HLA-A30:01. The binding affinity (normalized) is 0.0847.